Dataset: Catalyst prediction with 721,799 reactions and 888 catalyst types from USPTO. Task: Predict which catalyst facilitates the given reaction. (1) Reactant: [CH3:1][N:2]1[C@@H:18]2[CH2:19][C:7]3[CH:8]=[CH:9][C:10]([O:22][CH3:23])=[C:11]4[O:12][C@H:13]5[C:14]([O:20][CH3:21])=[CH:15][CH:16]=[C:17]2[C@:5]5([C:6]=34)[CH2:4][CH2:3]1.C(CN)O.O. Product: [CH3:1][N:2]1[C@@H:18]2[CH2:19][C:7]3[CH:8]=[CH:9][C:10]([O:22][CH3:23])=[C:11]4[O:12][C@H:13]5[C:14]([O:20][CH3:21])=[CH:15][CH2:16][C@@H:17]2[C@:5]5([C:6]=34)[CH2:4][CH2:3]1. The catalyst class is: 486. (2) Reactant: [Cl:1][C:2]1[CH:7]=[CH:6][C:5]([C:8]2([C:12]([N:14]3[CH2:20][CH2:19][CH2:18][CH2:17][CH:16]([CH2:21][O:22][C:23]4[CH:28]=[CH:27][C:26]([C:29]([F:32])([F:31])[F:30])=[CH:25][CH:24]=4)[CH2:15]3)=O)[CH2:11][CH2:10][CH2:9]2)=[CH:4][CH:3]=1.[H-].COCCO[Al+]OCCOC.[Na+].[H-]. Product: [Cl:1][C:2]1[CH:7]=[CH:6][C:5]([C:8]2([CH2:12][N:14]3[CH2:20][CH2:19][CH2:18][CH2:17][CH:16]([CH2:21][O:22][C:23]4[CH:24]=[CH:25][C:26]([C:29]([F:32])([F:30])[F:31])=[CH:27][CH:28]=4)[CH2:15]3)[CH2:9][CH2:10][CH2:11]2)=[CH:4][CH:3]=1. The catalyst class is: 11. (3) Reactant: [CH3:1][O:2][C:3]([C:5]1[O:6][CH:7]=[CH:8][CH:9]=1)=[O:4].Br[C:11]12[CH2:20][CH:15]3[CH2:16][CH:17]([CH2:19][CH:13]([CH2:14]3)[CH2:12]1)[CH2:18]2.[Al+3].[Cl-].[Cl-].[Cl-]. Product: [CH3:1][O:2][C:3]([C:5]1[O:6][C:7]([C:11]23[CH2:20][CH:15]4[CH2:16][CH:17]([CH2:19][CH:13]([CH2:14]4)[CH2:12]2)[CH2:18]3)=[CH:8][CH:9]=1)=[O:4]. The catalyst class is: 262. (4) Reactant: [Cl:1][C:2]1[CH:3]=[CH:4][C:5]([OH:23])=[C:6]([CH:22]=1)[C:7]([NH:9][C@H:10]([C:12]1[CH:21]=[CH:20][C:15]([C:16]([O:18][CH3:19])=[O:17])=[CH:14][CH:13]=1)[CH3:11])=[O:8].[F:24][C:25]1[CH:30]=[CH:29][C:28]([CH2:31][CH2:32]O)=[CH:27][CH:26]=1.C(P(CCCC)CCCC)CCC.CN(C)C(N=NC(N(C)C)=O)=O. Product: [Cl:1][C:2]1[CH:3]=[CH:4][C:5]([O:23][CH2:32][CH2:31][C:28]2[CH:29]=[CH:30][C:25]([F:24])=[CH:26][CH:27]=2)=[C:6]([CH:22]=1)[C:7]([NH:9][C@H:10]([C:12]1[CH:21]=[CH:20][C:15]([C:16]([O:18][CH3:19])=[O:17])=[CH:14][CH:13]=1)[CH3:11])=[O:8]. The catalyst class is: 7.